Dataset: Forward reaction prediction with 1.9M reactions from USPTO patents (1976-2016). Task: Predict the product of the given reaction. (1) Given the reactants [C:1](Cl)(=[O:10])[CH:2]=[CH:3][C:4]1[CH:9]=[CH:8][CH:7]=[CH:6][CH:5]=1.[NH2:12][C:13]1[CH:18]=[CH:17][CH:16]=[CH:15][CH:14]=1, predict the reaction product. The product is: [C:4]1([CH:3]2[C:18]3[C:13](=[CH:14][CH:15]=[CH:16][CH:17]=3)[NH:12][C:1](=[O:10])[CH2:2]2)[CH:9]=[CH:8][CH:7]=[CH:6][CH:5]=1. (2) Given the reactants Cl[C:2]1[CH:7]=[CH:6][N:5]=[C:4]([NH2:8])[CH:3]=1.[CH3:9][NH2:10], predict the reaction product. The product is: [CH3:9][NH:10][C:2]1[CH:7]=[CH:6][N:5]=[C:4]([NH2:8])[CH:3]=1. (3) Given the reactants S([O-])(O)(=O)=O.[K+].CN(C)[C:9]1[CH2:13][O:12][C:11](=[O:14])[CH:10]=1.[Cl:16][C:17]1[N:22]=[CH:21][C:20]([CH2:23][NH:24][CH2:25][CH:26]([F:28])[F:27])=[CH:19][CH:18]=1, predict the reaction product. The product is: [Cl:16][C:17]1[N:22]=[CH:21][C:20]([CH2:23][N:24]([CH2:25][CH:26]([F:28])[F:27])[C:9]2[CH2:13][O:12][C:11](=[O:14])[CH:10]=2)=[CH:19][CH:18]=1. (4) Given the reactants [F:1][C:2]([F:38])([F:37])[C:3]1[CH:4]=[C:5]([CH:30]=[C:31]([C:33]([F:36])([F:35])[F:34])[CH:32]=1)[CH2:6][N:7]([CH2:14][C:15]1[C:16]([N:21]([CH2:24][CH:25]2[CH2:29][CH2:28][CH2:27][CH2:26]2)[CH2:22][CH3:23])=[N:17][CH:18]=[CH:19][CH:20]=1)[C:8]1[N:9]=[N:10][N:11]([CH3:13])[N:12]=1.[N+:39]([O-])([OH:41])=[O:40].[OH-].[Na+], predict the reaction product. The product is: [F:34][C:33]([F:36])([F:35])[C:31]1[CH:30]=[C:5]([CH:4]=[C:3]([C:2]([F:37])([F:1])[F:38])[CH:32]=1)[CH2:6][N:7]([CH2:14][C:15]1[C:16]([N:21]([CH2:24][CH:25]2[CH2:29][CH2:28][CH2:27][CH2:26]2)[CH2:22][CH3:23])=[N:17][CH:18]=[C:19]([N+:39]([O-:41])=[O:40])[CH:20]=1)[C:8]1[N:9]=[N:10][N:11]([CH3:13])[N:12]=1.